From a dataset of Full USPTO retrosynthesis dataset with 1.9M reactions from patents (1976-2016). Predict the reactants needed to synthesize the given product. (1) Given the product [Cl:10][CH2:13][CH2:14][C:6]([CH:1]1[CH2:5][CH2:4][CH2:3][CH2:2]1)=[O:7], predict the reactants needed to synthesize it. The reactants are: [CH:1]1([C:6](Cl)=[O:7])[CH2:5][CH2:4][CH2:3][CH2:2]1.[Al+3].[Cl-:10].[Cl-].[Cl-].[CH:13]([Si](C)(C)C)=[CH2:14]. (2) Given the product [F:10][C:6]1[CH:5]=[N:4][CH:3]=[C:2]2[S:15][C:14]([C:13]([O:12][CH3:11])=[O:16])=[CH:8][C:7]=12, predict the reactants needed to synthesize it. The reactants are: F[C:2]1[CH:3]=[N:4][CH:5]=[C:6]([F:10])[C:7]=1[CH:8]=O.[CH3:11][O:12][C:13](=[O:16])[CH2:14][SH:15].C(=O)([O-])[O-].[Cs+].[Cs+]. (3) The reactants are: [CH2:1]([O:8][CH2:9][C@H:10]([CH2:21][O:22]C(C1C=CC=CC=1)(C1C=CC=CC=1)C1C=CC=CC=1)[O:11][CH2:12][P:13]([CH:18]([CH3:20])[CH3:19])([CH:15]([CH3:17])[CH3:16])=[O:14])[C:2]1[CH:7]=[CH:6][CH:5]=[CH:4][CH:3]=1.O1CCOCC1.Cl. Given the product [CH2:1]([O:8][CH2:9][C@@H:10]([CH2:21][OH:22])[O:11][CH2:12][P:13]([CH:15]([CH3:17])[CH3:16])([CH:18]([CH3:19])[CH3:20])=[O:14])[C:2]1[CH:3]=[CH:4][CH:5]=[CH:6][CH:7]=1, predict the reactants needed to synthesize it. (4) Given the product [CH:31]([N:14]([CH2:13][C@@H:11]1[CH2:12][NH:8][CH2:9][C@H:10]1[CH2:34][O:45][C:44](=[O:49])[NH:43][CH2:36][C:37]1[CH:42]=[CH:41][CH:40]=[CH:39][CH:38]=1)[C:15](=[O:30])[C:16]1[CH:21]=[CH:20][C:19]([O:22][CH3:23])=[C:18]([O:24][CH2:25][CH2:26][CH2:27][O:28][CH3:29])[CH:17]=1)([CH3:32])[CH3:33], predict the reactants needed to synthesize it. The reactants are: C(OC([N:8]1[CH2:12][C@@H:11]([CH2:13][N:14]([CH:31]([CH3:33])[CH3:32])[C:15](=[O:30])[C:16]2[CH:21]=[CH:20][C:19]([O:22][CH3:23])=[C:18]([O:24][CH2:25][CH2:26][CH2:27][O:28][CH3:29])[CH:17]=2)[C@H:10]([CH2:34]O)[CH2:9]1)=O)(C)(C)C.[CH2:36]([N:43]=[C:44]=[O:45])[C:37]1[CH:42]=[CH:41][CH:40]=[CH:39][CH:38]=1.CC#N.[OH2:49].CC#N. (5) Given the product [Cl:20][C:21]1[CH:22]=[C:23]([CH:26]=[CH:27][C:28]=1[Cl:29])[CH2:24][O:25][C:54]1[CH:55]=[CH:56][CH:57]=[C:58]2[C:53]=1[C:52](=[O:62])[N:51]([CH:50]1[CH2:49][CH2:48][C:47](=[O:63])[NH:46][C:45]1=[O:44])[C:59]2=[O:60], predict the reactants needed to synthesize it. The reactants are: C1(P(C2C=CC=CC=2)C2C=CC=CC=2)C=CC=CC=1.[Cl:20][C:21]1[CH:22]=[C:23]([CH:26]=[CH:27][C:28]=1[Cl:29])[CH2:24][OH:25].CC(OC(/N=N/C(OC(C)C)=O)=O)C.[O:44]=[C:45]1[CH:50]([N:51]2[C:59](=[O:60])[C:58]3[C:53](=[CH:54][CH:55]=[CH:56][C:57]=3O)[C:52]2=[O:62])[CH2:49][CH2:48][C:47](=[O:63])[NH:46]1. (6) Given the product [CH:16]1([CH:2]([NH:22][C:23]2[CH:24]=[CH:25][C:26]([C:29]([N:31]([CH3:39])[CH2:32][CH2:33][C:34]([OH:36])=[O:35])=[O:30])=[CH:27][CH:28]=2)[C:3]2[CH:4]=[C:5]([C:9]3[CH:14]=[N:13][C:12]([F:15])=[CH:11][CH:10]=3)[O:6][C:7]=2[CH3:8])[CH2:21][CH2:20][CH2:19][CH2:18][CH2:17]1, predict the reactants needed to synthesize it. The reactants are: Cl[CH:2]([CH:16]1[CH2:21][CH2:20][CH2:19][CH2:18][CH2:17]1)[C:3]1[CH:4]=[C:5]([C:9]2[CH:10]=[CH:11][C:12]([F:15])=[N:13][CH:14]=2)[O:6][C:7]=1[CH3:8].[NH2:22][C:23]1[CH:28]=[CH:27][C:26]([C:29]([N:31]([CH3:39])[CH2:32][CH2:33][C:34]([O:36]CC)=[O:35])=[O:30])=[CH:25][CH:24]=1.C(=O)([O-])[O-].[Na+].[Na+].[I-].[Na+]. (7) Given the product [C:1]([C:3]1[CH:4]=[C:5]2[C:10](=[CH:11][C:12]=1[O:13][C:14]1[CH:15]=[CH:16][C:17]([C:18](=[O:20])[NH:65][C:61]3[CH:60]=[C:59]([C:54]4[CH:55]=[CH:56][C:57]([CH3:58])=[C:52]([CH3:51])[CH:53]=4)[CH:64]=[CH:63][CH:62]=3)=[CH:21][CH:22]=1)[O:9][CH2:8][CH2:7][CH:6]2[C:23]([O:25][CH3:26])=[O:24])#[N:2], predict the reactants needed to synthesize it. The reactants are: [C:1]([C:3]1[CH:4]=[C:5]2[C:10](=[CH:11][C:12]=1[O:13][C:14]1[CH:22]=[CH:21][C:17]([C:18]([OH:20])=O)=[CH:16][CH:15]=1)[O:9][CH2:8][CH2:7][CH:6]2[C:23]([O:25][CH3:26])=[O:24])#[N:2].Cl.CN(C)CCCN=C=NCC.O.ON1C2C=CC=CC=2N=N1.Cl.[CH3:51][C:52]1[CH:53]=[C:54]([C:59]2[CH:64]=[CH:63][CH:62]=[C:61]([NH2:65])[CH:60]=2)[CH:55]=[CH:56][C:57]=1[CH3:58].C(N(CC)CC)C. (8) Given the product [CH3:1][O:2][C:3]1[CH:4]=[CH:5][C:6]([CH2:9][N:10]2[C:15]3[CH:16]=[C:17]([O:20][C:21]([F:22])([F:23])[F:24])[CH:18]=[CH:19][C:14]=3[O:13][C:12]([CH3:29])([C:25]([OH:27])=[O:26])[CH2:11]2)=[CH:7][CH:8]=1, predict the reactants needed to synthesize it. The reactants are: [CH3:1][O:2][C:3]1[CH:8]=[CH:7][C:6]([CH2:9][N:10]2[C:15]3[CH:16]=[C:17]([O:20][C:21]([F:24])([F:23])[F:22])[CH:18]=[CH:19][C:14]=3[O:13][CH:12]([C:25]([OH:27])=[O:26])[CH2:11]2)=[CH:5][CH:4]=1.[Li+].[CH3:29]C([N-]C(C)C)C.IC.Cl. (9) Given the product [OH:93][C@@H:91]([C:92]1[N:14]=[C:13]([C:10]2[CH:11]=[CH:12][C:7]([O:6][C:5]3[CH:30]=[CH:31][C:2]([F:1])=[CH:3][CH:4]=3)=[CH:8][CH:9]=2)[N:18]=[C:17]([C:19]([NH:21][C@@H:22]([CH3:27])[C:23]([O:25][CH3:26])=[O:24])=[O:20])[CH:16]=1)[CH2:90][OH:53], predict the reactants needed to synthesize it. The reactants are: [F:1][C:2]1[CH:31]=[CH:30][C:5]([O:6][C:7]2[CH:12]=[CH:11][C:10]([C:13]3[N:18]=[C:17]([C:19]([NH:21][C@@H:22]([CH3:27])[C:23]([O:25][CH3:26])=[O:24])=[O:20])[CH:16]=C(C=C)[N:14]=3)=[CH:9][CH:8]=2)=[CH:4][CH:3]=1.CC[C@H]1[C@H]2C[C@H]([C@H](OC3C4C(=CC=CC=4)C(O[C@H](C4C=CN=C5C=4C=C(OC)C=C5)[C@@H]4N5C[C@H](CC)[C@@H](CC5)C4)=NN=3)C3C=CN=C4C=3C=C([O:53]C)C=C4)N(CC2)C1.[CH3:90][CH:91]([OH:93])[CH3:92].